This data is from NCI-60 drug combinations with 297,098 pairs across 59 cell lines. The task is: Regression. Given two drug SMILES strings and cell line genomic features, predict the synergy score measuring deviation from expected non-interaction effect. (1) Drug 1: CC12CCC(CC1=CCC3C2CCC4(C3CC=C4C5=CN=CC=C5)C)O. Drug 2: CC1=C2C(C(=O)C3(C(CC4C(C3C(C(C2(C)C)(CC1OC(=O)C(C(C5=CC=CC=C5)NC(=O)OC(C)(C)C)O)O)OC(=O)C6=CC=CC=C6)(CO4)OC(=O)C)O)C)O. Cell line: HOP-62. Synergy scores: CSS=32.3, Synergy_ZIP=14.3, Synergy_Bliss=20.2, Synergy_Loewe=-23.9, Synergy_HSA=3.26. (2) Synergy scores: CSS=23.5, Synergy_ZIP=-7.80, Synergy_Bliss=2.06, Synergy_Loewe=-25.7, Synergy_HSA=2.70. Drug 1: C1C(C(OC1N2C=C(C(=O)NC2=O)F)CO)O. Cell line: SF-268. Drug 2: C1CN(P(=O)(OC1)NCCCl)CCCl. (3) Drug 1: C1=CC(=CC=C1CC(C(=O)O)N)N(CCCl)CCCl.Cl. Drug 2: C1=NC2=C(N=C(N=C2N1C3C(C(C(O3)CO)O)O)F)N. Cell line: OVCAR-5. Synergy scores: CSS=4.55, Synergy_ZIP=-0.0932, Synergy_Bliss=2.72, Synergy_Loewe=-1.91, Synergy_HSA=-0.922. (4) Drug 1: CCN(CC)CCCC(C)NC1=C2C=C(C=CC2=NC3=C1C=CC(=C3)Cl)OC. Drug 2: C1CC(=O)NC(=O)C1N2C(=O)C3=CC=CC=C3C2=O. Cell line: EKVX. Synergy scores: CSS=18.1, Synergy_ZIP=-5.82, Synergy_Bliss=0.359, Synergy_Loewe=-16.9, Synergy_HSA=-0.704. (5) Drug 1: C1=NC2=C(N1)C(=S)N=CN2. Drug 2: C(CN)CNCCSP(=O)(O)O. Cell line: MALME-3M. Synergy scores: CSS=11.3, Synergy_ZIP=-5.85, Synergy_Bliss=0.0115, Synergy_Loewe=-10.7, Synergy_HSA=0.0743. (6) Drug 1: C1=CC(=CC=C1CCCC(=O)O)N(CCCl)CCCl. Drug 2: CC1CCC2CC(C(=CC=CC=CC(CC(C(=O)C(C(C(=CC(C(=O)CC(OC(=O)C3CCCCN3C(=O)C(=O)C1(O2)O)C(C)CC4CCC(C(C4)OC)OCCO)C)C)O)OC)C)C)C)OC. Cell line: U251. Synergy scores: CSS=28.0, Synergy_ZIP=-15.0, Synergy_Bliss=-10.8, Synergy_Loewe=-5.42, Synergy_HSA=-4.11.